Dataset: Catalyst prediction with 721,799 reactions and 888 catalyst types from USPTO. Task: Predict which catalyst facilitates the given reaction. (1) The catalyst class is: 18. Reactant: [CH2:1](Br)[C:2]1[CH:7]=[CH:6][CH:5]=[CH:4][CH:3]=1.[NH2:9][C:10]1[CH:18]=[CH:17][C:13]([C:14]([OH:16])=[O:15])=[CH:12][N:11]=1.C(=O)([O-])[O-].[K+].[K+]. Product: [CH2:1]([O:16][C:14](=[O:15])[C:13]1[CH:17]=[CH:18][C:10]([NH2:9])=[N:11][CH:12]=1)[C:2]1[CH:7]=[CH:6][CH:5]=[CH:4][CH:3]=1. (2) The catalyst class is: 14. Product: [N:15](=[C:2]([C:8]1[CH:13]=[CH:12][CH:11]=[CH:10][CH:9]=1)[CH2:3][CH2:4][C:5]([OH:7])=[O:6])[OH:16]. Reactant: O=[C:2]([C:8]1[CH:13]=[CH:12][CH:11]=[CH:10][CH:9]=1)[CH2:3][CH2:4][C:5]([OH:7])=[O:6].Cl.[NH2:15][OH:16].C([O-])(=O)C.[Na+].O. (3) Reactant: C(NC(C)C)(C)C.[Li]CCCC.Br[C:14]1[S:15][CH:16]=[C:17]([Br:19])[N:18]=1.[F:20][C:21]1[C:26]([F:27])=[CH:25][CH:24]=[CH:23][C:22]=1[C@H:28]([CH2:37][CH2:38][CH:39]=[CH2:40])/[CH:29]=[N:30]/[S@@:31]([C:33]([CH3:36])([CH3:35])[CH3:34])=[O:32].CO. Product: [Br:19][C:17]1[N:18]=[CH:14][S:15][C:16]=1[C@@H:29]([NH:30][S@@:31]([C:33]([CH3:36])([CH3:35])[CH3:34])=[O:32])[C@H:28]([C:22]1[CH:23]=[CH:24][CH:25]=[C:26]([F:27])[C:21]=1[F:20])[CH2:37][CH2:38][CH:39]=[CH2:40]. The catalyst class is: 7. (4) Reactant: [Cl:1][C:2]1[CH:7]=[CH:6][C:5]([NH:8][C:9](=[O:12])OC)=[C:4]([C:13]#[N:14])[CH:3]=1.[C:15]1([CH2:21][C:22]([NH:24][NH2:25])=O)[CH:20]=[CH:19][CH:18]=[CH:17][CH:16]=1. Product: [CH2:21]([C:22]1[N:14]=[C:13]2[N:25]([C:9](=[O:12])[NH:8][C:5]3[CH:6]=[CH:7][C:2]([Cl:1])=[CH:3][C:4]=32)[N:24]=1)[C:15]1[CH:20]=[CH:19][CH:18]=[CH:17][CH:16]=1. The catalyst class is: 60. (5) Reactant: [C:1]([O:5][C:6]([NH:8][CH2:9][C:10]1[CH:18]=[CH:17][C:13]([C:14]([OH:16])=[O:15])=[CH:12][CH:11]=1)=[O:7])([CH3:4])([CH3:3])[CH3:2].[B-](F)(F)(F)F.CN(C(O[N:32]1[C:37](=[O:38])[CH2:36][CH2:35][C:33]1=[O:34])=[N+](C)C)C.C(N(CC)C(C)C)(C)C. Product: [C:1]([O:5][C:6]([NH:8][CH2:9][C:10]1[CH:11]=[CH:12][C:13]([C:14]([O:16][N:32]2[C:37](=[O:38])[CH2:36][CH2:35][C:33]2=[O:34])=[O:15])=[CH:17][CH:18]=1)=[O:7])([CH3:4])([CH3:2])[CH3:3]. The catalyst class is: 31. (6) Reactant: O=[C:2]1[CH2:11][CH2:10][C:9]2[C:4](=[CH:5][CH:6]=[CH:7][CH:8]=2)[CH:3]1[C:12]([O:14]CC)=O.[NH:17]([C:19]1[CH:24]=[CH:23][CH:22]=[CH:21][N:20]=1)[NH2:18]. Product: [N:20]1[CH:21]=[CH:22][CH:23]=[CH:24][C:19]=1[N:17]1[C:12]([OH:14])=[C:3]2[C:2]([CH2:11][CH2:10][C:9]3[CH:8]=[CH:7][CH:6]=[CH:5][C:4]=32)=[N:18]1. The catalyst class is: 15.